From a dataset of Reaction yield outcomes from USPTO patents with 853,638 reactions. Predict the reaction yield, written as a fraction of the theoretical maximum amount of product (1.0 means a 100% yield; for example, 0.34 means a 34% yield). (1) The reactants are [CH2:1]=[O:2].[CH3:3][C:4]1[NH:5][C:6]2[CH:12]=[CH:11][CH:10]=[CH:9][C:7]=2[N:8]=1. The catalyst is CO. The product is [CH3:3][C:4]1[N:8]([CH2:1][OH:2])[C:7]2[CH:9]=[CH:10][CH:11]=[CH:12][C:6]=2[N:5]=1. The yield is 0.740. (2) The reactants are [C:1]1([NH:7][C:8]([C:10]2([C:13]([OH:15])=[O:14])[CH2:12][CH2:11]2)=[O:9])[CH:6]=[CH:5][CH:4]=[CH:3][CH:2]=1.[CH3:16][O:17]C1C=CC(N)=CC=1. No catalyst specified. The product is [CH3:16][O:17][C:6]1[CH:5]=[CH:4][CH:3]=[CH:2][C:1]=1[NH:7][C:8]([C:10]1([C:13]([OH:15])=[O:14])[CH2:11][CH2:12]1)=[O:9]. The yield is 0.680. (3) The reactants are [CH:1]1([C:5]2[CH:14]=[CH:13][C:8]([C:9]([O:11][CH3:12])=[O:10])=[C:7]([CH2:15][CH3:16])[CH:6]=2)[CH2:4][CH2:3][CH2:2]1.[I:17]I.S(=O)(=O)(O)O. The catalyst is C(O)(=O)C. The product is [CH:1]1([C:5]2[C:14]([I:17])=[CH:13][C:8]([C:9]([O:11][CH3:12])=[O:10])=[C:7]([CH2:15][CH3:16])[CH:6]=2)[CH2:2][CH2:3][CH2:4]1. The yield is 0.860. (4) The reactants are [Cl:1][C:2]1[N:12]=[CH:11][C:5]2[O:6][CH2:7][C:8](=O)[NH:9][C:4]=2[CH:3]=1.CO. The catalyst is C1COCC1. The product is [Cl:1][C:2]1[N:12]=[CH:11][C:5]2[O:6][CH2:7][CH2:8][NH:9][C:4]=2[CH:3]=1. The yield is 0.960. (5) The reactants are C(N(CCCC)C(C1N=C(C2C=CC(C(OC)=O)=CC=2C(O)=O)N(CCC2C=CC=CC=2)C=1)=O)CCC.[CH2:38]([N:42]([CH2:79][CH2:80][CH2:81][CH3:82])[C:43]([C:45]1[N:46]=[C:47]([C:59]2[CH:68]=[CH:67][C:62]([C:63]([O:65][CH3:66])=[O:64])=[CH:61][C:60]=2[C:69]([O:71]CC2C=CC=CC=2)=[O:70])[N:48]([CH2:50][CH2:51][CH2:52][N:53]2[CH2:58][CH2:57][O:56][CH2:55][CH2:54]2)[CH:49]=1)=[O:44])[CH2:39][CH2:40][CH3:41]. No catalyst specified. The product is [CH2:79]([N:42]([CH2:38][CH2:39][CH2:40][CH3:41])[C:43]([C:45]1[N:46]=[C:47]([C:59]2[CH:68]=[CH:67][C:62]([C:63]([O:65][CH3:66])=[O:64])=[CH:61][C:60]=2[C:69]([OH:71])=[O:70])[N:48]([CH2:50][CH2:51][CH2:52][N:53]2[CH2:54][CH2:55][O:56][CH2:57][CH2:58]2)[CH:49]=1)=[O:44])[CH2:80][CH2:81][CH3:82]. The yield is 0.970. (6) The reactants are [Br:1][C:2]1[S:22][C:5]2[C:6]([CH3:21])([CH3:20])[N:7]([CH2:10][CH2:11][O:12][Si](C(C)(C)C)(C)C)[C:8](=[O:9])[C:4]=2[CH:3]=1.C(O)(=O)C.O. The catalyst is C1COCC1. The product is [Br:1][C:2]1[S:22][C:5]2[C:6]([CH3:20])([CH3:21])[N:7]([CH2:10][CH2:11][OH:12])[C:8](=[O:9])[C:4]=2[CH:3]=1. The yield is 1.00.